This data is from Forward reaction prediction with 1.9M reactions from USPTO patents (1976-2016). The task is: Predict the product of the given reaction. Given the reactants [Cl:1][C:2]1[CH:3]=[CH:4][CH:5]=[C:6]2[C:23]=1[O:22][C:9]1([CH2:14][CH2:13][N:12]([C:15]([O:17][C:18]([CH3:21])([CH3:20])[CH3:19])=[O:16])[CH2:11][CH2:10]1)[CH2:8][C:7]2=[O:24].[BH4-].[Na+], predict the reaction product. The product is: [Cl:1][C:2]1[CH:3]=[CH:4][CH:5]=[C:6]2[C:23]=1[O:22][C:9]1([CH2:10][CH2:11][N:12]([C:15]([O:17][C:18]([CH3:21])([CH3:19])[CH3:20])=[O:16])[CH2:13][CH2:14]1)[CH2:8][CH:7]2[OH:24].